The task is: Binary Classification. Given a drug SMILES string, predict its activity (active/inactive) in a high-throughput screening assay against a specified biological target.. This data is from M1 muscarinic receptor antagonist screen with 61,756 compounds. (1) The drug is s1c2c(n(Cc3n(c4ccc(OC)cc4)c(SCC)nn3)c1=O)cccc2. The result is 0 (inactive). (2) The molecule is s1\c(n(CC2OCCC2)c(c2cc3NC(=O)COc3cc2)c1)=N/c1c(OC)cccc1. The result is 0 (inactive). (3) The molecule is Fc1c(C2(CCCC2)C(OCC(=O)N2CCN(CC2)C(=O)c2occc2)=O)cccc1. The result is 0 (inactive). (4) The molecule is S(=O)(=O)(NCCC=1CCCCC1)c1cc2CCN(c2cc1)C(=O)C. The result is 0 (inactive).